From a dataset of Reaction yield outcomes from USPTO patents with 853,638 reactions. Predict the reaction yield, written as a fraction of the theoretical maximum amount of product (1.0 means a 100% yield; for example, 0.34 means a 34% yield). The reactants are C[Si]([C:5]#[C:6][C:7]1[CH:8]=[CH:9][C:10]2[C:19]3[CH:18]=[C:17]4[CH2:20][CH2:21][CH2:22][C:23](=[O:24])[C:16]4=[CH:15][C:14]=3[O:13][CH2:12][C:11]=2[CH:25]=1)(C)C.C(O)=[O:27]. No catalyst specified. The product is [C:6]([C:7]1[CH:8]=[CH:9][C:10]2[C:19]3[CH:18]=[C:17]4[CH2:20][CH2:21][CH2:22][C:23](=[O:24])[C:16]4=[CH:15][C:14]=3[O:13][CH2:12][C:11]=2[CH:25]=1)(=[O:27])[CH3:5]. The yield is 0.860.